Dataset: Peptide-MHC class I binding affinity with 185,985 pairs from IEDB/IMGT. Task: Regression. Given a peptide amino acid sequence and an MHC pseudo amino acid sequence, predict their binding affinity value. This is MHC class I binding data. The peptide sequence is IRQAGVQYSR. The MHC is HLA-B35:01 with pseudo-sequence HLA-B35:01. The binding affinity (normalized) is 0.